This data is from Peptide-MHC class I binding affinity with 185,985 pairs from IEDB/IMGT. The task is: Regression. Given a peptide amino acid sequence and an MHC pseudo amino acid sequence, predict their binding affinity value. This is MHC class I binding data. (1) The MHC is HLA-B18:01 with pseudo-sequence HLA-B18:01. The binding affinity (normalized) is 0.0847. The peptide sequence is RPGPVKFSL. (2) The peptide sequence is RPMTYKAAV. The MHC is HLA-C06:02 with pseudo-sequence HLA-C06:02. The binding affinity (normalized) is 0. (3) The peptide sequence is DIYKGVYQFK. The MHC is H-2-Kb with pseudo-sequence H-2-Kb. The binding affinity (normalized) is 0.171. (4) The MHC is HLA-B40:01 with pseudo-sequence HLA-B40:01. The binding affinity (normalized) is 0.0847. The peptide sequence is VAPMVGGMM. (5) The peptide sequence is RIAQGVLQR. The MHC is HLA-A24:03 with pseudo-sequence HLA-A24:03. The binding affinity (normalized) is 0.0847. (6) The peptide sequence is ISTLPTEQF. The MHC is HLA-B15:17 with pseudo-sequence HLA-B15:17. The binding affinity (normalized) is 0.822.